This data is from Peptide-MHC class I binding affinity with 185,985 pairs from IEDB/IMGT. The task is: Regression. Given a peptide amino acid sequence and an MHC pseudo amino acid sequence, predict their binding affinity value. This is MHC class I binding data. (1) The peptide sequence is VEIFKHLVF. The MHC is HLA-B40:01 with pseudo-sequence HLA-B40:01. The binding affinity (normalized) is 0.487. (2) The peptide sequence is LLLLSVGVGI. The MHC is HLA-A02:03 with pseudo-sequence HLA-A02:03. The binding affinity (normalized) is 0.408. (3) The peptide sequence is KRWIILGLNK. The MHC is Mamu-B1001 with pseudo-sequence Mamu-B1001. The binding affinity (normalized) is 0.126. (4) The peptide sequence is GMQIRGFVY. The MHC is HLA-B58:01 with pseudo-sequence HLA-B58:01. The binding affinity (normalized) is 0.217.